Dataset: Forward reaction prediction with 1.9M reactions from USPTO patents (1976-2016). Task: Predict the product of the given reaction. Given the reactants [O:1]1[CH2:3][CH:2]1[CH2:4][N:5]1[C:13](=[O:14])[C:12]2[C:7](=[CH:8][CH:9]=[CH:10][CH:11]=2)[C:6]1=[O:15].[CH2:16]([NH:23][CH2:24][C:25]1[CH:30]=[CH:29][CH:28]=[CH:27][CH:26]=1)[C:17]1[CH:22]=[CH:21][CH:20]=[CH:19][CH:18]=1, predict the reaction product. The product is: [CH2:24]([N:23]([CH2:16][C:17]1[CH:22]=[CH:21][CH:20]=[CH:19][CH:18]=1)[CH2:3][CH:2]([OH:1])[CH2:4][N:5]1[C:13](=[O:14])[C:12]2[C:7](=[CH:8][CH:9]=[CH:10][CH:11]=2)[C:6]1=[O:15])[C:25]1[CH:30]=[CH:29][CH:28]=[CH:27][CH:26]=1.